The task is: Regression. Given two drug SMILES strings and cell line genomic features, predict the synergy score measuring deviation from expected non-interaction effect.. This data is from NCI-60 drug combinations with 297,098 pairs across 59 cell lines. (1) Drug 1: CC1=C(C(=CC=C1)Cl)NC(=O)C2=CN=C(S2)NC3=CC(=NC(=N3)C)N4CCN(CC4)CCO. Drug 2: C(CN)CNCCSP(=O)(O)O. Cell line: OVCAR-5. Synergy scores: CSS=5.14, Synergy_ZIP=-0.882, Synergy_Bliss=2.13, Synergy_Loewe=-4.12, Synergy_HSA=1.18. (2) Drug 1: C1CCC(C1)C(CC#N)N2C=C(C=N2)C3=C4C=CNC4=NC=N3. Drug 2: CC1=C(C(=O)C2=C(C1=O)N3CC4C(C3(C2COC(=O)N)OC)N4)N. Cell line: SW-620. Synergy scores: CSS=43.7, Synergy_ZIP=10.5, Synergy_Bliss=9.27, Synergy_Loewe=-1.86, Synergy_HSA=9.28.